This data is from Catalyst prediction with 721,799 reactions and 888 catalyst types from USPTO. The task is: Predict which catalyst facilitates the given reaction. (1) Reactant: Br[C:2]1[N:7]=[CH:6][C:5]([C:8](=[O:10])[CH3:9])=[CH:4][CH:3]=1.[C:11]([Cu])#[N:12].CCOC(C)=O. Product: [C:8]([C:5]1[CH:4]=[CH:3][C:2]([C:11]#[N:12])=[N:7][CH:6]=1)(=[O:10])[CH3:9]. The catalyst class is: 18. (2) Reactant: Br.[NH2:2][C@H:3]1[CH2:12][C:11]2[CH:10]=[C:9]([OH:13])[CH:8]=[CH:7][C:6]=2[CH2:5][CH2:4]1.F[C:15]1[CH:24]=[CH:23][N:22]=[C:21]2[C:16]=1[CH2:17][CH2:18][C:19](=[O:25])[NH:20]2.C(=O)([O-])[O-].[Cs+].[Cs+].Cl.[Na+].[Cl-]. Product: [NH2:2][C@H:3]1[CH2:12][C:11]2[CH:10]=[C:9]([O:13][C:15]3[CH:24]=[CH:23][N:22]=[C:21]4[C:16]=3[CH2:17][CH2:18][C:19](=[O:25])[NH:20]4)[CH:8]=[CH:7][C:6]=2[CH2:5][CH2:4]1. The catalyst class is: 85. (3) Reactant: [CH3:1][N:2]([CH3:38])[C:3]([O:5][C:6]1[CH:7]=[C:8]([C:12]2[CH:13]=[C:14]([C:22]([NH:24][C:25]3[CH:26]=[C:27](/[CH:31]=[CH:32]/[C:33]([O:35]CC)=[O:34])[CH:28]=[CH:29][CH:30]=3)=[O:23])[C:15]3[C:20]([CH:21]=2)=[CH:19][CH:18]=[CH:17][CH:16]=3)[CH:9]=[CH:10][CH:11]=1)=[O:4].O[Li].O. Product: [CH3:38][N:2]([CH3:1])[C:3]([O:5][C:6]1[CH:7]=[C:8]([C:12]2[CH:13]=[C:14]([C:22]([NH:24][C:25]3[CH:26]=[C:27](/[CH:31]=[CH:32]/[C:33]([OH:35])=[O:34])[CH:28]=[CH:29][CH:30]=3)=[O:23])[C:15]3[C:20]([CH:21]=2)=[CH:19][CH:18]=[CH:17][CH:16]=3)[CH:9]=[CH:10][CH:11]=1)=[O:4]. The catalyst class is: 20. (4) Product: [C:1]1([CH3:11])[CH:2]=[CH:3][C:4]([S:7]([OH:10])(=[O:8])=[O:9])=[CH:5][CH:6]=1.[NH2:20][C@@H:21]1[CH2:30][CH2:29][C:24]2([O:28][CH2:27][CH2:26][O:25]2)[CH2:23][C@@H:22]1[C:31]([O:33][CH2:34][CH3:35])=[O:32]. The catalyst class is: 29. Reactant: [C:1]1([CH3:11])[CH:6]=[CH:5][C:4]([S:7]([OH:10])(=[O:9])=[O:8])=[CH:3][CH:2]=1.C1([C@H]([NH:20][C@@H:21]2[CH2:30][CH2:29][C:24]3([O:28][CH2:27][CH2:26][O:25]3)[CH2:23][C@@H:22]2[C:31]([O:33][CH2:34][CH3:35])=[O:32])C)C=CC=CC=1. (5) Reactant: [Cl:1][C:2]1[C:7]([CH3:8])=[CH:6][C:5]([S:9]([NH:12][C:13]2[CH:14]=[C:15]([C:19]3[CH:24]=[CH:23][C:22]([C:25]([OH:27])=O)=[CH:21][CH:20]=3)[CH:16]=[CH:17][CH:18]=2)(=[O:11])=[O:10])=[C:4]([CH3:28])[CH:3]=1.CCN(C(C)C)C(C)C.[NH2:38][CH2:39][C:40]#[N:41].CN(C(ON1N=NC2C=CC=CC1=2)=[N+](C)C)C.[B-](F)(F)(F)F. Product: [C:39]([CH2:40][NH:41][C:25]([C:22]1[CH:23]=[CH:24][C:19]([C:15]2[CH:16]=[CH:17][CH:18]=[C:13]([NH:12][S:9]([C:5]3[CH:6]=[C:7]([CH3:8])[C:2]([Cl:1])=[CH:3][C:4]=3[CH3:28])(=[O:11])=[O:10])[CH:14]=2)=[CH:20][CH:21]=1)=[O:27])#[N:38]. The catalyst class is: 3.